From a dataset of Forward reaction prediction with 1.9M reactions from USPTO patents (1976-2016). Predict the product of the given reaction. (1) Given the reactants [OH:1][CH2:2][C:3]1[CH:8]=[CH:7][C:6]([C:9]2[S:13](=[O:15])(=[O:14])[NH:12][C:11](=[O:16])[CH:10]=2)=[CH:5][CH:4]=1.[O:17]([C:24]1[CH:31]=[CH:30][C:27]([CH:28]=O)=[CH:26][CH:25]=1)[C:18]1[CH:23]=[CH:22][CH:21]=[CH:20][CH:19]=1.C([SiH](CC)CC)C, predict the reaction product. The product is: [O:17]([C:24]1[CH:25]=[CH:26][C:27]([CH2:28][O:1][CH2:2][C:3]2[CH:4]=[CH:5][C:6]([C:9]3[S:13](=[O:15])(=[O:14])[NH:12][C:11](=[O:16])[CH:10]=3)=[CH:7][CH:8]=2)=[CH:30][CH:31]=1)[C:18]1[CH:19]=[CH:20][CH:21]=[CH:22][CH:23]=1. (2) Given the reactants [CH2:1]([Mg]Br)[CH3:2].[CH2:5]([N:12]1[C:17](=[O:18])[C:16]([CH3:20])([CH3:19])[O:15][CH2:14][CH:13]1[C:21]([O:23]C)=O)[C:6]1[CH:11]=[CH:10][CH:9]=[CH:8][CH:7]=1.S(=O)(=O)(O)O, predict the reaction product. The product is: [CH2:5]([N:12]1[CH:13]([C:21]2([OH:23])[CH2:2][CH2:1]2)[CH2:14][O:15][C:16]([CH3:19])([CH3:20])[C:17]1=[O:18])[C:6]1[CH:7]=[CH:8][CH:9]=[CH:10][CH:11]=1. (3) Given the reactants [CH:1]([C:4]1[CH:5]=[C:6]([CH:17]=[CH:18][C:19]=1[O:20][CH3:21])[CH2:7][C:8]1[C:14]([CH3:15])=[CH:13][C:11]([NH2:12])=[CH:10][C:9]=1[CH3:16])([CH3:3])[CH3:2].C(N(CC)CC)C.[C:29](Cl)([C:31]([O:33][CH2:34][CH3:35])=[O:32])=[O:30], predict the reaction product. The product is: [CH:1]([C:4]1[CH:5]=[C:6]([CH:17]=[CH:18][C:19]=1[O:20][CH3:21])[CH2:7][C:8]1[C:9]([CH3:16])=[CH:10][C:11]([NH:12][C:29](=[O:30])[C:31]([O:33][CH2:34][CH3:35])=[O:32])=[CH:13][C:14]=1[CH3:15])([CH3:3])[CH3:2]. (4) The product is: [Br:14][CH:9]([C:4]1[CH:5]=[CH:6][CH:7]=[CH:8][C:3]=1[O:2][CH3:1])[C:10]([O:12][CH3:13])=[O:11]. Given the reactants [CH3:1][O:2][C:3]1[CH:8]=[CH:7][CH:6]=[CH:5][C:4]=1[CH2:9][C:10]([O:12][CH3:13])=[O:11].[Br:14]N1C(=O)CCC1=O.CC(N=NC(C#N)(C)C)(C#N)C, predict the reaction product. (5) The product is: [ClH:15].[N:1]1[CH:6]=[CH:5][C:4]([C:7]2[CH:8]=[C:9]([CH:12]=[CH:13][CH:14]=2)[CH:10]=[N:16][OH:17])=[CH:3][CH:2]=1. Given the reactants [N:1]1[CH:6]=[CH:5][C:4]([C:7]2[CH:8]=[C:9]([CH:12]=[CH:13][CH:14]=2)[CH:10]=O)=[CH:3][CH:2]=1.[ClH:15].[NH2:16][OH:17], predict the reaction product. (6) Given the reactants C([O:3][P:4]([CH2:9][C:10]1[CH:15]=[C:14]([CH2:16][C:17]2[CH:22]=[CH:21][C:20]([CH2:23][CH3:24])=[CH:19][CH:18]=2)[CH:13]=[CH:12][C:11]=1[OH:25])(=[O:8])[O:5]CC)C.Br[Si](C)(C)C.CO, predict the reaction product. The product is: [CH2:23]([C:20]1[CH:19]=[CH:18][C:17]([CH2:16][C:14]2[CH:13]=[CH:12][C:11]([OH:25])=[C:10]([CH:15]=2)[CH2:9][P:4](=[O:3])([OH:5])[OH:8])=[CH:22][CH:21]=1)[CH3:24]. (7) Given the reactants [N:1]1[CH:6]=[CH:5][C:4]([C:7]2[C:15]3[C:10](=[C:11]([NH2:16])[CH:12]=[CH:13][CH:14]=3)[NH:9][N:8]=2)=[CH:3][CH:2]=1.[S:17]1[CH:21]=[CH:20][CH:19]=[C:18]1[C:22](O)=[O:23].C(N(CC)CC)C.CN(C(ON1N=NC2C=CC=NC1=2)=[N+](C)C)C.F[P-](F)(F)(F)(F)F, predict the reaction product. The product is: [N:1]1[CH:6]=[CH:5][C:4]([C:7]2[C:15]3[C:10](=[C:11]([NH:16][C:22]([C:18]4[S:17][CH:21]=[CH:20][CH:19]=4)=[O:23])[CH:12]=[CH:13][CH:14]=3)[NH:9][N:8]=2)=[CH:3][CH:2]=1. (8) Given the reactants [NH2:1][CH2:2][CH2:3][NH:4][S:5]([C:8]1[S:9][C:10]([Br:13])=[CH:11][CH:12]=1)(=[O:7])=[O:6].CCN(C(C)C)C(C)C.[C:23](Cl)(=[O:28])[C:24]([CH3:27])([CH3:26])[CH3:25].O, predict the reaction product. The product is: [Br:13][C:10]1[S:9][C:8]([S:5]([NH:4][CH2:3][CH2:2][NH:1][C:23](=[O:28])[C:24]([CH3:27])([CH3:26])[CH3:25])(=[O:6])=[O:7])=[CH:12][CH:11]=1. (9) Given the reactants C1CO[C:8]2[CH:7]=[CH:6][C:5]([NH:11][C:12]3[C:17]([F:18])=[CH:16][N:15]=[C:14]([NH:19][C:20]4[CH:25]=[CH:24][CH:23]=[C:22](O)[CH:21]=4)[N:13]=3)=[CH:4][C:3]=2[O:2]1.ClC1N=C(NC2C=CC=C(O)C=2)C(F)=CN=1.[S:43]1[C:47]2C=CC=CC=2[C:45](CN)=[CH:44]1, predict the reaction product. The product is: [S:43]1[C:44]2[CH:45]=[CH:21][CH:22]=[CH:23][C:24]=2[C:25]([CH2:20][NH:19][C:14]2[N:13]=[C:12]([NH:11][C:5]3[CH:6]=[CH:7][CH:8]=[C:3]([OH:2])[CH:4]=3)[C:17]([F:18])=[CH:16][N:15]=2)=[CH:47]1.